Predict the product of the given reaction. From a dataset of Forward reaction prediction with 1.9M reactions from USPTO patents (1976-2016). (1) Given the reactants [NH2:1][C:2]1[CH:18]=[C:17]([F:19])[CH:16]=[CH:15][C:3]=1[C:4]([NH:6][CH:7]1[CH2:12][CH2:11][C:10](=[O:13])[NH:9][C:8]1=[O:14])=[O:5].[CH:20](OC)(OC)OC.C1(C)C=CC(S(O)(=O)=O)=CC=1, predict the reaction product. The product is: [F:19][C:17]1[CH:18]=[C:2]2[C:3]([C:4](=[O:5])[N:6]([CH:7]3[CH2:12][CH2:11][C:10](=[O:13])[NH:9][C:8]3=[O:14])[CH:20]=[N:1]2)=[CH:15][CH:16]=1. (2) Given the reactants C1(C[O:8][C:9]2[CH:17]=[C:16]3[C:12]([C:13]([CH2:18][C:19]4[CH:20]=[C:21]([CH:26]=[CH:27][CH:28]=4)[C:22]([O:24][CH3:25])=[O:23])=[CH:14][NH:15]3)=[CH:11][CH:10]=2)C=CC=CC=1, predict the reaction product. The product is: [OH:8][C:9]1[CH:17]=[C:16]2[C:12]([C:13]([CH2:18][C:19]3[CH:20]=[C:21]([CH:26]=[CH:27][CH:28]=3)[C:22]([O:24][CH3:25])=[O:23])=[CH:14][NH:15]2)=[CH:11][CH:10]=1. (3) Given the reactants [F:1][C:2]([F:33])([F:32])[O:3][C:4]1[CH:31]=[CH:30][C:7]([CH2:8][NH:9][C:10]([C@H:12]2[CH2:17][NH:16][CH2:15][CH2:14][N:13]2[S:18]([C:21]2[CH:26]=[CH:25][C:24]([CH:27]3[CH2:29][CH2:28]3)=[CH:23][CH:22]=2)(=[O:20])=[O:19])=[O:11])=[CH:6][CH:5]=1.Cl[C:35]1[S:36][C:37]2[C:42]([Cl:43])=[N:41][C:40]([CH:44]3[CH2:46][CH2:45]3)=[N:39][C:38]=2[N:47]=1.C(N(CC)C(C)C)(C)C, predict the reaction product. The product is: [F:33][C:2]([F:1])([F:32])[O:3][C:4]1[CH:31]=[CH:30][C:7]([CH2:8][NH:9][C:10]([C@H:12]2[CH2:17][N:16]([C:35]3[S:36][C:37]4[C:42]([Cl:43])=[N:41][C:40]([CH:44]5[CH2:45][CH2:46]5)=[N:39][C:38]=4[N:47]=3)[CH2:15][CH2:14][N:13]2[S:18]([C:21]2[CH:26]=[CH:25][C:24]([CH:27]3[CH2:28][CH2:29]3)=[CH:23][CH:22]=2)(=[O:19])=[O:20])=[O:11])=[CH:6][CH:5]=1. (4) Given the reactants [F:1][C:2]1[CH:7]=[CH:6][C:5]([NH:8]C=O)=[CH:4][C:3]=1[C:11]1[N:12]=[C:13]2[N:18]=[CH:17][C:16]([NH:19]C(=O)OC(C)(C)C)=[CH:15][N:14]2[CH:27]=1.Cl, predict the reaction product. The product is: [NH2:8][C:5]1[CH:6]=[CH:7][C:2]([F:1])=[C:3]([C:11]2[N:12]=[C:13]3[N:18]=[CH:17][C:16]([NH2:19])=[CH:15][N:14]3[CH:27]=2)[CH:4]=1. (5) Given the reactants [C:1]([O:5][C:6]([N:8]1[CH2:13][CH:12]=[C:11](OS(C(F)(F)F)(=O)=O)[CH2:10][CH2:9]1)=[O:7])([CH3:4])([CH3:3])[CH3:2].C(=O)([O-])[O-].[K+].[K+].[CH2:28]([O:35][C:36]([NH:38][C:39]1[CH:44]=[CH:43][C:42](OB(O)O)=[CH:41][CH:40]=1)=[O:37])[C:29]1[CH:34]=[CH:33][CH:32]=[CH:31][CH:30]=1, predict the reaction product. The product is: [C:1]([O:5][C:6]([N:8]1[CH2:13][CH:12]=[C:11]([C:42]2[CH:41]=[CH:40][C:39]([NH:38][C:36]([O:35][CH2:28][C:29]3[CH:34]=[CH:33][CH:32]=[CH:31][CH:30]=3)=[O:37])=[CH:44][CH:43]=2)[CH2:10][CH2:9]1)=[O:7])([CH3:4])([CH3:3])[CH3:2].